From a dataset of Catalyst prediction with 721,799 reactions and 888 catalyst types from USPTO. Predict which catalyst facilitates the given reaction. (1) Reactant: Cl.[CH3:2][C:3]1[CH:4]=[N:5][N:6]([C:8](=[NH:10])[NH2:9])[CH:7]=1.C[O-].[Na+].C([O:16][CH:17]=[C:18]([C:24](OCC)=O)[C:19]([O:21]CC)=[O:20])C.[OH-].[K+].Cl. Product: [OH:16][C:17]1[C:18]([C:19]([OH:21])=[O:20])=[CH:24][N:9]=[C:8]([N:6]2[CH:7]=[C:3]([CH3:2])[CH:4]=[N:5]2)[N:10]=1. The catalyst class is: 863. (2) Reactant: [CH2:1]([O:3][C:4](=[O:34])[CH2:5][CH2:6][C:7]1[CH:12]=[CH:11][C:10]([O:13][C:14]2[CH:19]=[C:18]([CH3:20])[CH:17]=[C:16]([O:21][C:22]3[CH:27]=[CH:26][C:25]([C:28]([F:31])([F:30])[F:29])=[CH:24][C:23]=3Br)[CH:15]=2)=[CH:9][C:8]=1[CH3:33])[CH3:2].[N:35]1[CH:40]=[CH:39][CH:38]=[C:37](B(O)O)[CH:36]=1.[F-].[Cs+].C(Cl)Cl. Product: [CH2:1]([O:3][C:4](=[O:34])[CH2:5][CH2:6][C:7]1[CH:12]=[CH:11][C:10]([O:13][C:14]2[CH:15]=[C:16]([O:21][C:22]3[CH:27]=[CH:26][C:25]([C:28]([F:31])([F:30])[F:29])=[CH:24][C:23]=3[C:37]3[CH:36]=[N:35][CH:40]=[CH:39][CH:38]=3)[CH:17]=[C:18]([CH3:20])[CH:19]=2)=[CH:9][C:8]=1[CH3:33])[CH3:2]. The catalyst class is: 10. (3) Reactant: [NH:1]1[CH:5]=[N:4][CH:3]=[N:2]1.Cl[C:7]1[S:8][CH:9]=[CH:10][C:11]=1[N+:12]([O-:14])=[O:13].CC(C)([O-])C.[K+]. Product: [N+:12]([C:11]1[CH:10]=[CH:9][S:8][C:7]=1[N:1]1[CH:5]=[N:4][CH:3]=[N:2]1)([O-:14])=[O:13]. The catalyst class is: 215.